From a dataset of Reaction yield outcomes from USPTO patents with 853,638 reactions. Predict the reaction yield, written as a fraction of the theoretical maximum amount of product (1.0 means a 100% yield; for example, 0.34 means a 34% yield). (1) The reactants are [CH3:1][C:2]1[S:3][CH:4]=[CH:5][N:6]=1.[Li]CCCC.[C:12](OCC)(=[O:19])[C:13]1[CH:18]=[CH:17][CH:16]=[CH:15][CH:14]=1.CCOC(C)=O. The catalyst is C1COCC1. The product is [C:13]1([C:12](=[O:19])[CH2:1][C:2]2[S:3][CH:4]=[CH:5][N:6]=2)[CH:18]=[CH:17][CH:16]=[CH:15][CH:14]=1. The yield is 0.170. (2) The catalyst is COCCOC.C([O-])([O-])=O.[Na+].[Na+].C1C=CC([P]([Pd]([P](C2C=CC=CC=2)(C2C=CC=CC=2)C2C=CC=CC=2)([P](C2C=CC=CC=2)(C2C=CC=CC=2)C2C=CC=CC=2)[P](C2C=CC=CC=2)(C2C=CC=CC=2)C2C=CC=CC=2)(C2C=CC=CC=2)C2C=CC=CC=2)=CC=1. The yield is 0.780. The product is [F:38][C:35]1([F:37])[O:34][C:33]2[CH:39]=[CH:40][C:30]([C:27]3([C:25]([NH:24][C:22]4[CH:21]=[CH:20][C:19]([CH3:41])=[C:18]([C:9]5[CH:14]=[CH:13][CH:12]=[C:11]([OH:15])[CH:10]=5)[N:23]=4)=[O:26])[CH2:29][CH2:28]3)=[CH:31][C:32]=2[O:36]1. The reactants are CC1(C)C(C)(C)OB([C:9]2[CH:10]=[C:11]([OH:15])[CH:12]=[CH:13][CH:14]=2)O1.Cl[C:18]1[N:23]=[C:22]([NH:24][C:25]([C:27]2([C:30]3[CH:40]=[CH:39][C:33]4[O:34][C:35]([F:38])([F:37])[O:36][C:32]=4[CH:31]=3)[CH2:29][CH2:28]2)=[O:26])[CH:21]=[CH:20][C:19]=1[CH3:41]. (3) The reactants are [CH3:1][CH:2]([N:4]1[C:12]2[CH:11]=[C:10]([C:13]([F:16])([F:15])[F:14])[CH:9]=C(C#N)[C:7]=2[CH:6]=[CH:5]1)[CH3:3].[OH-:19].[Na+].[CH2:21]([OH:23])[CH3:22]. No catalyst specified. The product is [CH:2]([N:4]1[C:12]2[CH:11]=[C:10]([C:13]([F:16])([F:15])[F:14])[CH:9]=[C:22]([C:21]([OH:19])=[O:23])[C:7]=2[CH:6]=[CH:5]1)([CH3:3])[CH3:1]. The yield is 0.860. (4) The reactants are [CH3:1][N:2]1[CH:6]=[CH:5][N:4]=[C:3]1[SH:7].[H-].[Na+].[Cl:10][C:11]1[CH:16]=[C:15]([N+:17]([O-:19])=[O:18])[CH:14]=[CH:13][C:12]=1F.CCOC(C)=O. The catalyst is C1COCC1. The product is [Cl:10][C:11]1[CH:16]=[C:15]([N+:17]([O-:19])=[O:18])[CH:14]=[CH:13][C:12]=1[S:7][C:3]1[N:2]([CH3:1])[CH:6]=[CH:5][N:4]=1. The yield is 0.860. (5) The product is [C:32]([O:36][C:37]([N:39]1[CH:43]=[CH:42][CH:41]=[C:40]1[C:27]1[CH:28]=[CH:29][C:24]([C:20]2[O:21][C:22]([CH3:23])=[C:18]([CH2:17][CH2:16][O:15][C:12]3[CH:13]=[CH:14][C:9]([O:8][C:5]([C:4]([O:3][CH2:1][CH3:2])=[O:31])([CH3:7])[CH3:6])=[CH:10][CH:11]=3)[N:19]=2)=[CH:25][CH:26]=1)=[O:38])([CH3:35])([CH3:33])[CH3:34]. The yield is 0.920. The reactants are [CH2:1]([O:3][C:4](=[O:31])[C:5]([O:8][C:9]1[CH:14]=[CH:13][C:12]([O:15][CH2:16][CH2:17][C:18]2[N:19]=[C:20]([C:24]3[CH:29]=[CH:28][C:27](Br)=[CH:26][CH:25]=3)[O:21][C:22]=2[CH3:23])=[CH:11][CH:10]=1)([CH3:7])[CH3:6])[CH3:2].[C:32]([O:36][C:37]([N:39]1[CH:43]=[CH:42][CH:41]=[C:40]1B(O)O)=[O:38])([CH3:35])([CH3:34])[CH3:33].C(O)C.C([O-])([O-])=O.[Na+].[Na+]. The catalyst is C1(C)C=CC=CC=1.C1C=CC([P]([Pd]([P](C2C=CC=CC=2)(C2C=CC=CC=2)C2C=CC=CC=2)([P](C2C=CC=CC=2)(C2C=CC=CC=2)C2C=CC=CC=2)[P](C2C=CC=CC=2)(C2C=CC=CC=2)C2C=CC=CC=2)(C2C=CC=CC=2)C2C=CC=CC=2)=CC=1.C(OCC)(=O)C. (6) The reactants are Cl.[Cl:2][C:3]1[CH:8]=[CH:7][C:6]([S:9]([C:12]2([C:18]3[CH:23]=[C:22]([F:24])[CH:21]=[CH:20][C:19]=3[F:25])[CH2:17][CH2:16][NH:15][CH2:14][CH2:13]2)(=[O:11])=[O:10])=[CH:5][CH:4]=1.C(N(CC)CC)C.[C:33](Cl)(=[O:35])[CH3:34].C(=O)(O)[O-].[Na+]. The catalyst is ClCCl.CCCCCC. The product is [Cl:2][C:3]1[CH:8]=[CH:7][C:6]([S:9]([C:12]2([C:18]3[CH:23]=[C:22]([F:24])[CH:21]=[CH:20][C:19]=3[F:25])[CH2:17][CH2:16][N:15]([C:33](=[O:35])[CH3:34])[CH2:14][CH2:13]2)(=[O:10])=[O:11])=[CH:5][CH:4]=1. The yield is 0.530. (7) The reactants are [F:1][O:2][P:3]([CH2:7][C:8]1[CH:13]=[CH:12][C:11]([CH2:14][N:15]([CH2:27][C:28]2[CH:33]=[CH:32][C:31]([C:34]3[CH:35]=[CH:36][C:37]([O:44][CH3:45])=[C:38]([CH:43]=3)[C:39]([O:41]C)=[O:40])=[CH:30][CH:29]=2)[S:16]([C:19]2[CH:24]=[CH:23][CH:22]=[CH:21][C:20]=2[O:25][CH3:26])(=[O:18])=[O:17])=[CH:10][C:9]=1[Cl:46])([O:5][F:6])=[O:4]. The catalyst is [Li+].[OH-]. The product is [F:6][O:5][P:3]([CH2:7][C:8]1[CH:13]=[CH:12][C:11]([CH2:14][N:15]([CH2:27][C:28]2[CH:33]=[CH:32][C:31]([C:34]3[CH:35]=[CH:36][C:37]([O:44][CH3:45])=[C:38]([CH:43]=3)[C:39]([OH:41])=[O:40])=[CH:30][CH:29]=2)[S:16]([C:19]2[CH:24]=[CH:23][CH:22]=[CH:21][C:20]=2[O:25][CH3:26])(=[O:17])=[O:18])=[CH:10][C:9]=1[Cl:46])([O:2][F:1])=[O:4]. The yield is 0.760. (8) The reactants are Br[C:2]1[CH:3]=[C:4]([NH2:8])[CH:5]=[N:6][CH:7]=1.[C:9]([Si:11]([CH3:14])([CH3:13])[CH3:12])#[CH:10]. The catalyst is Cl[Pd](Cl)([P](C1C=CC=CC=1)(C1C=CC=CC=1)C1C=CC=CC=1)[P](C1C=CC=CC=1)(C1C=CC=CC=1)C1C=CC=CC=1.[Cu]I. The product is [CH3:12][Si:11]([CH3:14])([CH3:13])[C:9]#[C:10][C:2]1[CH:3]=[C:4]([NH2:8])[CH:5]=[N:6][CH:7]=1. The yield is 0.270.